Predict the reactants needed to synthesize the given product. From a dataset of Full USPTO retrosynthesis dataset with 1.9M reactions from patents (1976-2016). Given the product [C:2]([C@@H:3]([NH:19][C:20]([C:22]1([NH:28][C:29](=[O:35])[O:30][C:31]([CH3:33])([CH3:32])[CH3:34])[CH2:27][CH2:26][O:25][CH2:24][CH2:23]1)=[O:21])[CH2:4][C:5]1[CH:10]=[CH:9][C:8]([C:11]2[CH:12]=[CH:13][C:14]([C:17]#[N:18])=[CH:15][CH:16]=2)=[CH:7][CH:6]=1)#[N:1], predict the reactants needed to synthesize it. The reactants are: [NH2:1][C:2](=O)[C@@H:3]([NH:19][C:20]([C:22]1([NH:28][C:29](=[O:35])[O:30][C:31]([CH3:34])([CH3:33])[CH3:32])[CH2:27][CH2:26][O:25][CH2:24][CH2:23]1)=[O:21])[CH2:4][C:5]1[CH:10]=[CH:9][C:8]([C:11]2[CH:16]=[CH:15][C:14]([C:17]#[N:18])=[CH:13][CH:12]=2)=[CH:7][CH:6]=1.C(N(C(C)C)CC)(C)C.C(P1(=O)OP(CCC)(=O)OP(CCC)(=O)O1)CC.